From a dataset of Reaction yield outcomes from USPTO patents with 853,638 reactions. Predict the reaction yield, written as a fraction of the theoretical maximum amount of product (1.0 means a 100% yield; for example, 0.34 means a 34% yield). (1) The reactants are [Cl:1][CH2:2][C:3]([C:5]1[CH:6]=[C:7]2[C:11](=[CH:12][CH:13]=1)[NH:10][C:9](=[O:14])[CH2:8]2)=O.C([SiH](CC)CC)C.O. The catalyst is FC(F)(F)C(O)=O. The product is [Cl:1][CH2:2][CH2:3][C:5]1[CH:6]=[C:7]2[C:11](=[CH:12][CH:13]=1)[NH:10][C:9](=[O:14])[CH2:8]2. The yield is 0.650. (2) The reactants are [C:1]1([S:11]([C:14]2[C:22]3[C:17](=[CH:18][CH:19]=[C:20]([O:23][CH2:24][CH2:25][CH2:26]OS(C4C=CC(C)=CC=4)(=O)=O)[CH:21]=3)[NH:16][N:15]=2)(=[O:13])=[O:12])[C:10]2[C:5](=[CH:6][CH:7]=[CH:8][CH:9]=2)[CH:4]=[CH:3][CH:2]=1.[NH:38]1[CH2:43][CH2:42][O:41][CH2:40][CH2:39]1. The catalyst is C1COCC1. The product is [N:38]1([CH2:26][CH2:25][CH2:24][O:23][C:20]2[CH:21]=[C:22]3[C:17](=[CH:18][CH:19]=2)[NH:16][N:15]=[C:14]3[S:11]([C:1]2[C:10]3[C:5](=[CH:6][CH:7]=[CH:8][CH:9]=3)[CH:4]=[CH:3][CH:2]=2)(=[O:12])=[O:13])[CH2:43][CH2:42][O:41][CH2:40][CH2:39]1. The yield is 1.00. (3) The reactants are [O:1]=[C:2]1[C:10]2[C:5](=[C:6]([N+:11]([O-])=O)[CH:7]=[CH:8][CH:9]=2)[C:4](=O)[N:3]1[CH:15]1[CH2:20][CH2:19][C:18](=[O:21])[NH:17][C:16]1=[O:22].Cl. The catalyst is C(O)C.O.[Fe]. The product is [CH:8]1[CH:9]=[C:10]2[C:2](=[O:1])[N:3]([CH:15]3[C:16](=[O:22])[NH:17][C:18](=[O:21])[CH2:19][CH2:20]3)[CH2:4][C:5]2=[C:6]([NH2:11])[CH:7]=1. The yield is 0.750. (4) The reactants are C(N(CC)C(C)C)(C)C.[NH2:10][CH2:11][CH:12]([CH2:17][CH2:18][C:19]([F:43])([F:42])[C:20]([F:41])([F:40])[C:21]([F:39])([F:38])[C:22]([F:37])([F:36])[C:23]([F:35])([F:34])[C:24]([F:33])([F:32])[C:25]([F:31])([F:30])[C:26]([F:29])([F:28])[F:27])[C:13]([O:15][CH3:16])=[O:14].[CH3:44][N:45]([CH3:63])[C:46]1[CH:51]=[CH:50][C:49]([N:52]=[N:53][C:54]2[CH:62]=[CH:61][C:57]([C:58](O)=[O:59])=[CH:56][CH:55]=2)=[CH:48][CH:47]=1.O. The catalyst is N1C=CC=CC=1.ClCCl. The product is [CH3:44][N:45]([CH3:63])[C:46]1[CH:47]=[CH:48][C:49]([N:52]=[N:53][C:54]2[CH:62]=[CH:61][C:57]([C:58]([NH:10][CH2:11][CH:12]([CH2:17][CH2:18][C:19]([F:42])([F:43])[C:20]([F:40])([F:41])[C:21]([F:38])([F:39])[C:22]([F:36])([F:37])[C:23]([F:34])([F:35])[C:24]([F:32])([F:33])[C:25]([F:30])([F:31])[C:26]([F:29])([F:27])[F:28])[C:13]([O:15][CH3:16])=[O:14])=[O:59])=[CH:56][CH:55]=2)=[CH:50][CH:51]=1. The yield is 0.650. (5) The reactants are [ClH:1].Cl.[CH2:3]([N:12]1[CH2:17][CH2:16][NH:15][CH2:14][CH2:13]1)[C:4]([C:6]1[CH:11]=[CH:10][CH:9]=[CH:8]C=1)=O.Br[CH2:19][C:20]([C:22]1[CH:27]=[CH:26][C:25]([N+:28]([O-:30])=[O:29])=[CH:24][CH:23]=1)=[O:21].C([O-])([O-])=O.[K+].[K+]. The catalyst is CC(C)=O. The product is [ClH:1].[ClH:1].[CH2:3]([N:12]1[CH2:13][CH2:14][N:15]([CH2:19][C:20]([C:22]2[CH:27]=[CH:26][C:25]([N+:28]([O-:30])=[O:29])=[CH:24][CH:23]=2)=[O:21])[CH2:16][CH2:17]1)[C:4]1[CH:6]=[CH:11][CH:10]=[CH:9][CH:8]=1. The yield is 0.700. (6) The reactants are [CH3:1][O:2][C:3](=[O:30])[NH:4][CH:5]([C:9]([N:11]1[CH:17]([C:18]2[NH:19][C:20]([C:23]3[CH:28]=[CH:27][C:26](Br)=[CH:25][CH:24]=3)=[CH:21][N:22]=2)[CH2:16][C:13]2([CH2:15][CH2:14]2)[CH2:12]1)=[O:10])[CH:6]([CH3:8])[CH3:7].B1(B2OC(C)(C)C(C)(C)O2)OC(C)(C)C(C)(C)O1.C([O-])(=O)C.[K+].[CH3:54][O:55][C:56](=[O:87])[NH:57][CH:58]([C:62]([N:64]1[CH:70]([C:71]2[NH:72][C:73]([C:76]3[CH:85]=[CH:84][C:83]4[C:78](=[CH:79][CH:80]=[C:81](Br)[CH:82]=4)[CH:77]=3)=[CH:74][N:75]=2)[CH2:69][C:66]2([CH2:68][CH2:67]2)[CH2:65]1)=[O:63])[CH:59]([CH3:61])[CH3:60].P([O-])([O-])([O-])=O.[K+].[K+].[K+]. The catalyst is O1CCOCC1. The product is [CH3:54][O:55][C:56](=[O:87])[NH:57][CH:58]([C:62]([N:64]1[CH:70]([C:71]2[NH:72][C:73]([C:76]3[CH:85]=[CH:84][C:83]4[C:78](=[CH:79][CH:80]=[C:81]([C:26]5[CH:25]=[CH:24][C:23]([C:20]6[NH:19][C:18]([CH:17]7[CH2:16][C:13]8([CH2:14][CH2:15]8)[CH2:12][N:11]7[C:9](=[O:10])[CH:5]([NH:4][C:3]([O:2][CH3:1])=[O:30])[CH:6]([CH3:8])[CH3:7])=[N:22][CH:21]=6)=[CH:28][CH:27]=5)[CH:82]=4)[CH:77]=3)=[CH:74][N:75]=2)[CH2:69][C:66]2([CH2:68][CH2:67]2)[CH2:65]1)=[O:63])[CH:59]([CH3:61])[CH3:60]. The yield is 0.240. (7) The reactants are Br[CH2:2][C:3]([NH:5][C:6]1[C:11](Br)=[N:10][C:9]([Br:13])=[CH:8][N:7]=1)=[O:4].[CH:14]([N:17](C(C)C)CC)(C)[CH3:15].Cl.C(N)C. The catalyst is C(#N)C. The product is [Br:13][C:9]1[N:10]=[C:11]2[N:17]([CH2:14][CH3:15])[CH2:2][C:3](=[O:4])[NH:5][C:6]2=[N:7][CH:8]=1. The yield is 0.360.